Dataset: Forward reaction prediction with 1.9M reactions from USPTO patents (1976-2016). Task: Predict the product of the given reaction. (1) Given the reactants [Cl:1][C:2]1[N:3]=[C:4]([N:11]2[CH2:16][CH2:15][O:14][CH2:13][CH2:12]2)[C:5]2[S:10][CH:9]=[CH:8][C:6]=2[N:7]=1.[O:17]=[C:18]1[CH2:23][CH2:22][N:21]([C:24]([O:26][C:27]([CH3:30])([CH3:29])[CH3:28])=[O:25])[CH2:20][CH2:19]1, predict the reaction product. The product is: [Cl:1][C:2]1[N:3]=[C:4]([N:11]2[CH2:16][CH2:15][O:14][CH2:13][CH2:12]2)[C:5]2[S:10][C:9]([C:18]3([OH:17])[CH2:19][CH2:20][N:21]([C:24]([O:26][C:27]([CH3:29])([CH3:28])[CH3:30])=[O:25])[CH2:22][CH2:23]3)=[CH:8][C:6]=2[N:7]=1. (2) Given the reactants [H-].[H-].[H-].[H-].[Li+].[Al+3].[N:7]([CH2:10]/[CH:11]=[CH:12]/[CH:13]=[CH:14]/[CH2:15][CH2:16][CH2:17][CH2:18][CH2:19][CH2:20][CH3:21])=[N+]=[N-], predict the reaction product. The product is: [CH2:10]([NH2:7])/[CH:11]=[CH:12]/[CH:13]=[CH:14]/[CH2:15][CH2:16][CH2:17][CH2:18][CH2:19][CH2:20][CH3:21]. (3) Given the reactants [CH2:1]([O:8][C:9](=[O:33])[NH:10][C@H:11]1[CH2:16][CH2:15][NH:14][CH2:13][C@H:12]1[NH:17][C:18](=[O:32])[C:19]1[CH:24]=[CH:23][C:22]([N:25]2[CH:30]=[CH:29][CH:28]=[CH:27][C:26]2=[O:31])=[CH:21][CH:20]=1)[C:2]1[CH:7]=[CH:6][CH:5]=[CH:4][CH:3]=1.[C:34]([O-])([O-])=O.[Na+].[Na+].[CH3:40][C:41]#N, predict the reaction product. The product is: [CH2:1]([O:8][C:9](=[O:33])[NH:10][C@H:11]1[CH2:16][CH2:15][N:14]([CH:41]([CH3:40])[CH3:34])[CH2:13][C@H:12]1[NH:17][C:18](=[O:32])[C:19]1[CH:24]=[CH:23][C:22]([N:25]2[CH:30]=[CH:29][CH:28]=[CH:27][C:26]2=[O:31])=[CH:21][CH:20]=1)[C:2]1[CH:7]=[CH:6][CH:5]=[CH:4][CH:3]=1. (4) Given the reactants [Cl:1][C:2]1[CH:3]=[C:4]([C:9]2([C:24]([F:27])([F:26])[F:25])[O:13][N:12]=[C:11]([C:14]3[CH:22]=[CH:21][C:17]([C:18]([NH2:20])=[O:19])=[C:16]([CH3:23])[CH:15]=3)[CH2:10]2)[CH:5]=[C:6]([Cl:8])[CH:7]=1.[O:28]1[CH:32]=[CH:31][CH2:30][CH2:29]1.O.C1(C)C=CC(S(O)(=O)=O)=CC=1.C(=O)([O-])O.[Na+], predict the reaction product. The product is: [Cl:1][C:2]1[CH:3]=[C:4]([C:9]2([C:24]([F:25])([F:27])[F:26])[O:13][N:12]=[C:11]([C:14]3[CH:22]=[CH:21][C:17]([C:18]([NH:20][CH:29]4[CH2:30][CH2:31][CH2:32][O:28]4)=[O:19])=[C:16]([CH3:23])[CH:15]=3)[CH2:10]2)[CH:5]=[C:6]([Cl:8])[CH:7]=1. (5) Given the reactants Br[C:2]1[CH:3]=[C:4]([CH:9]([CH2:29][C:30]2[CH:35]=[CH:34][C:33]([Cl:36])=[CH:32][CH:31]=2)[CH:10]([NH:12][C:13](=[O:28])[C:14]([O:17][C:18]2[CH:23]=[CH:22][C:21]([C:24]([F:27])([F:26])[F:25])=[CH:20][N:19]=2)([CH3:16])[CH3:15])[CH3:11])[CH:5]=[C:6]([F:8])[CH:7]=1.[C-:37]#[N:38].[Na+].C1OCCOCCOCCOCCOCCOC1, predict the reaction product. The product is: [Cl:36][C:33]1[CH:32]=[CH:31][C:30]([CH2:29][CH:9]([C:4]2[CH:5]=[C:6]([F:8])[CH:7]=[C:2]([C:37]#[N:38])[CH:3]=2)[CH:10]([NH:12][C:13](=[O:28])[C:14]([O:17][C:18]2[CH:23]=[CH:22][C:21]([C:24]([F:26])([F:27])[F:25])=[CH:20][N:19]=2)([CH3:16])[CH3:15])[CH3:11])=[CH:35][CH:34]=1. (6) Given the reactants CN(C(ON1N=NC2C=CC=NC1=2)=[N+](C)C)C.F[P-](F)(F)(F)(F)F.[NH2:25][C:26]1[C:27]([C:36]([OH:38])=O)=[CH:28][C:29]2[C:34]([CH:35]=1)=[CH:33][CH:32]=[CH:31][CH:30]=2.[CH3:39][C:40]([CH3:51])([CH3:50])[CH2:41][O:42][CH2:43][C@@H:44]([C:46]([O:48][CH3:49])=[O:47])[NH2:45].C(N(C(C)C)CC)(C)C, predict the reaction product. The product is: [NH2:25][C:26]1[C:27]([C:36]([NH:45][C@H:44]([C:46]([O:48][CH3:49])=[O:47])[CH2:43][O:42][CH2:41][C:40]([CH3:50])([CH3:51])[CH3:39])=[O:38])=[CH:28][C:29]2[C:34]([CH:35]=1)=[CH:33][CH:32]=[CH:31][CH:30]=2. (7) Given the reactants [OH:1][C:2]1([CH2:21][C:22](=[O:32])[CH2:23][C:24]([C:26]2[CH:27]=[N:28][CH:29]=[CH:30][CH:31]=2)=O)[CH2:7][CH2:6][N:5]([C:8](=[O:20])[C:9]2[CH:14]=[CH:13][C:12]([O:15][CH:16]([CH3:18])[CH3:17])=[C:11]([CH3:19])[CH:10]=2)[CH2:4][CH2:3]1.CC1C=CC(S([O-])(=O)=O)=CC=1.C1C=C[NH+]=CC=1.O, predict the reaction product. The product is: [CH:16]([O:15][C:12]1[CH:13]=[CH:14][C:9]([C:8]([N:5]2[CH2:6][CH2:7][C:2]3([O:1][C:24]([C:26]4[CH:27]=[N:28][CH:29]=[CH:30][CH:31]=4)=[CH:23][C:22](=[O:32])[CH2:21]3)[CH2:3][CH2:4]2)=[O:20])=[CH:10][C:11]=1[CH3:19])([CH3:18])[CH3:17]. (8) Given the reactants [C:1]([C:3]1[N:8]=[C:7]([NH:9][C:10]2[CH:11]=[C:12]([CH:16]=[CH:17][N:18]=2)[C:13]([OH:15])=O)[CH:6]=[CH:5][CH:4]=1)#[N:2].[Br:19][C:20]1[CH:21]=[C:22]([NH2:26])[CH:23]=[N:24][CH:25]=1.CCN(C(C)C)C(C)C.CCCP1(OP(CCC)(=O)OP(CCC)(=O)O1)=O.C(=O)(O)[O-].[Na+], predict the reaction product. The product is: [Br:19][C:20]1[CH:21]=[C:22]([NH:26][C:13](=[O:15])[C:12]2[CH:16]=[CH:17][N:18]=[C:10]([NH:9][C:7]3[CH:6]=[CH:5][CH:4]=[C:3]([C:1]#[N:2])[N:8]=3)[CH:11]=2)[CH:23]=[N:24][CH:25]=1. (9) The product is: [CH3:30][NH:31][CH2:12][CH:13]1[CH2:17][C:16]2[CH:18]=[CH:19][CH:20]=[C:21]([C:22]3[CH:27]=[CH:26][C:25]([F:28])=[CH:24][C:23]=3[F:29])[C:15]=2[O:14]1. Given the reactants CC1C=CC(S(O[CH2:12][CH:13]2[CH2:17][C:16]3[CH:18]=[CH:19][CH:20]=[C:21]([C:22]4[CH:27]=[CH:26][C:25]([F:28])=[CH:24][C:23]=4[F:29])[C:15]=3[O:14]2)(=O)=O)=CC=1.[CH3:30][NH2:31], predict the reaction product. (10) Given the reactants [Cl:1][C:2]1[NH:3][C:4]2[C:9]([C:10]=1[S:11][C:12]1[C:13]([F:23])=[C:14]([CH:20]=[CH:21][CH:22]=1)[C:15]([O:17][CH2:18][CH3:19])=[O:16])=[CH:8][CH:7]=[C:6]([Cl:24])[C:5]=2[F:25].Br[CH2:27][C:28]([O:30][C:31]([CH3:34])([CH3:33])[CH3:32])=[O:29].C([O-])([O-])=O.[K+].[K+], predict the reaction product. The product is: [C:31]([O:30][C:28](=[O:29])[CH2:27][N:3]1[C:4]2[C:9](=[CH:8][CH:7]=[C:6]([Cl:24])[C:5]=2[F:25])[C:10]([S:11][C:12]2[C:13]([F:23])=[C:14]([CH:20]=[CH:21][CH:22]=2)[C:15]([O:17][CH2:18][CH3:19])=[O:16])=[C:2]1[Cl:1])([CH3:34])([CH3:33])[CH3:32].